Predict which catalyst facilitates the given reaction. From a dataset of Catalyst prediction with 721,799 reactions and 888 catalyst types from USPTO. Reactant: [CH2:1]([OH:6])[CH:2]=[CH:3][CH2:4][OH:5].[H-].[Na+].CN([CH:12]=[O:13])C.[CH3:14][O:15][C:16]1[CH:23]=[CH:22][C:19]([CH2:20]Cl)=[CH:18][CH:17]=1. Product: [CH3:14][O:15][C:16]1[CH:23]=[CH:22][C:19]([CH2:20][O:5][CH2:4][CH:3]=[CH:2][CH2:1][O:6][CH2:20][C:19]2[CH:22]=[CH:23][C:16]([O:13][CH3:12])=[CH:17][CH:18]=2)=[CH:18][CH:17]=1. The catalyst class is: 27.